From a dataset of Forward reaction prediction with 1.9M reactions from USPTO patents (1976-2016). Predict the product of the given reaction. (1) The product is: [OH:6][CH:4]1[CH2:5][N:2]([C:35](=[O:36])[CH2:34][C:31]2[CH:32]=[CH:33][C:28]([C:25]3[N:26]=[CH:27][C:22]([O:21][CH2:20][CH:17]4[CH2:18][CH2:19][N:14]([C:12]([O:11][C:7]([CH3:9])([CH3:8])[CH3:10])=[O:13])[CH2:15][CH2:16]4)=[CH:23][CH:24]=3)=[CH:29][CH:30]=2)[CH2:3]1. Given the reactants Cl.[NH:2]1[CH2:5][CH:4]([OH:6])[CH2:3]1.[C:7]([O:11][C:12]([N:14]1[CH2:19][CH2:18][CH:17]([CH2:20][O:21][C:22]2[CH:23]=[CH:24][C:25]([C:28]3[CH:33]=[CH:32][C:31]([CH2:34][C:35](O)=[O:36])=[CH:30][CH:29]=3)=[N:26][CH:27]=2)[CH2:16][CH2:15]1)=[O:13])([CH3:10])([CH3:9])[CH3:8], predict the reaction product. (2) Given the reactants [Br:1][C:2]1[CH:3]=[C:4]2[C:8](=[CH:9][CH:10]=1)[NH:7][C:6]1[CH:11]=[N:12][C:13]([CH3:15])=[CH:14][C:5]2=1.[O:16]([CH2:23][CH:24]1[CH2:26][O:25]1)[C:17]1[CH:22]=[CH:21][CH:20]=[CH:19][CH:18]=1, predict the reaction product. The product is: [Br:1][C:2]1[CH:3]=[C:4]2[C:8](=[CH:9][CH:10]=1)[N:7]([CH2:26][CH:24]([OH:25])[CH2:23][O:16][C:17]1[CH:22]=[CH:21][CH:20]=[CH:19][CH:18]=1)[C:6]1[CH:11]=[N:12][C:13]([CH3:15])=[CH:14][C:5]2=1. (3) Given the reactants [OH:1][CH2:2][CH2:3][CH2:4][CH2:5][N:6]1[C:10](=[O:11])[C:9]2[CH:12]=[CH:13][CH:14]=[CH:15][C:8]=2[S:7]1(=[O:17])=[O:16].C(N(CC)CC)C.[O:25](S(C)(=O)=O)[S:26]([CH3:29])(=O)=[O:27], predict the reaction product. The product is: [CH3:29][S:26]([O:1][CH2:2][CH2:3][CH2:4][CH2:5][N:6]1[C:10](=[O:11])[C:9]2[CH:12]=[CH:13][CH:14]=[CH:15][C:8]=2[S:7]1(=[O:16])=[O:17])(=[O:27])=[O:25]. (4) Given the reactants C([Sn](CCCC)(CCCC)[C:6]1[CH:11]=[CH:10][N:9]=[CH:8][CH:7]=1)CCC.[Br:20][C:21]1[CH:26]=[CH:25][CH:24]=[C:23](Br)[N:22]=1, predict the reaction product. The product is: [Br:20][C:21]1[N:22]=[C:23]([C:6]2[CH:7]=[CH:8][N:9]=[CH:10][CH:11]=2)[CH:24]=[CH:25][CH:26]=1.